Dataset: Forward reaction prediction with 1.9M reactions from USPTO patents (1976-2016). Task: Predict the product of the given reaction. (1) Given the reactants [C:1]1([C:7]([SH:20])([C:14]2[CH:19]=[CH:18][CH:17]=[CH:16][CH:15]=2)[C:8]2[CH:13]=[CH:12][CH:11]=[CH:10][CH:9]=2)[CH:6]=[CH:5][CH:4]=[CH:3][CH:2]=1.[CH3:21][O:22][C:23]1[CH:28]=[CH:27][C:26]([C:29](=[O:32])[CH2:30]Br)=[CH:25][CH:24]=1.CCN(C(C)C)C(C)C, predict the reaction product. The product is: [CH3:21][O:22][C:23]1[CH:28]=[CH:27][C:26]([C:29](=[O:32])[CH2:30][S:20][C:7]([C:8]2[CH:13]=[CH:12][CH:11]=[CH:10][CH:9]=2)([C:14]2[CH:15]=[CH:16][CH:17]=[CH:18][CH:19]=2)[C:1]2[CH:6]=[CH:5][CH:4]=[CH:3][CH:2]=2)=[CH:25][CH:24]=1. (2) Given the reactants Cl[C:2]1[CH:3]=[C:4]2[C:12](=[O:13])[C:11]3[CH:14]=[C:15]([NH:18][S:19]([N:22]([CH3:28])[CH:23]4[CH2:27][CH2:26][O:25][CH2:24]4)(=[O:21])=[O:20])[CH:16]=[CH:17][C:10]=3[CH:9]=[CH:8][C:5]2=[N:6][CH:7]=1.[CH3:29][N:30]1[CH:34]=[C:33](B2OC(C)(C)C(C)(C)O2)[CH:32]=[N:31]1.[F-].[K+], predict the reaction product. The product is: [CH3:28][N:22]([CH:23]1[CH2:27][CH2:26][O:25][CH2:24]1)[S:19]([NH:18][C:15]1[CH:16]=[CH:17][C:10]2[CH:9]=[CH:8][C:5]3=[N:6][CH:7]=[C:2]([C:33]4[CH:32]=[N:31][N:30]([CH3:29])[CH:34]=4)[CH:3]=[C:4]3[C:12](=[O:13])[C:11]=2[CH:14]=1)(=[O:21])=[O:20]. (3) The product is: [Br-:10].[Cl:1][C:2]1[N:3]([CH2:11][C:12]2[CH:21]=[CH:20][C:19]3[C:14](=[CH:15][CH:16]=[CH:17][CH:18]=3)[CH:13]=2)[CH2:4][NH+:5]([CH2:11][C:12]2[CH:21]=[CH:20][C:19]3[C:14](=[CH:15][CH:16]=[CH:17][CH:18]=3)[CH:13]=2)[C:6]=1[Cl:7]. Given the reactants [Cl:1][C:2]1[N:3]=[CH:4][NH:5][C:6]=1[Cl:7].[OH-].[K+].[Br:10][CH2:11][C:12]1[CH:21]=[CH:20][C:19]2[C:14](=[CH:15][CH:16]=[CH:17][CH:18]=2)[CH:13]=1, predict the reaction product. (4) Given the reactants [C:1](OC(=O)C)(=[O:3])[CH3:2].[C:8]1([C:14]2([CH2:24][NH:25][CH2:26][C:27]3[CH:32]=[C:31]([C:33]([F:36])([F:35])[F:34])[CH:30]=[C:29]([C:37]([F:40])([F:39])[F:38])[CH:28]=3)[CH2:23][CH2:22][C:17]3([O:21][CH2:20][CH2:19][O:18]3)[CH2:16][CH2:15]2)[CH:13]=[CH:12][CH:11]=[CH:10][CH:9]=1, predict the reaction product. The product is: [C:8]1([C:14]2([CH2:24][N:25]([CH2:26][C:27]3[CH:32]=[C:31]([C:33]([F:34])([F:35])[F:36])[CH:30]=[C:29]([C:37]([F:39])([F:40])[F:38])[CH:28]=3)[C:1](=[O:3])[CH3:2])[CH2:23][CH2:22][C:17]3([O:21][CH2:20][CH2:19][O:18]3)[CH2:16][CH2:15]2)[CH:9]=[CH:10][CH:11]=[CH:12][CH:13]=1.